From a dataset of Reaction yield outcomes from USPTO patents with 853,638 reactions. Predict the reaction yield, written as a fraction of the theoretical maximum amount of product (1.0 means a 100% yield; for example, 0.34 means a 34% yield). The reactants are P([O-])(O)(O)=O.[Na+].Cl([O-])=O.[Na+].[OH:11]O.[CH3:13][O:14][C:15]1[C:16]([CH3:44])=[C:17]([C:35]([O:42][CH3:43])=[C:36]([O:40][CH3:41])[C:37]=1[O:38][CH3:39])[CH2:18][C:19]1[CH:20]=[CH:21][C:22]([O:27][CH2:28][C:29]2[CH:34]=[CH:33][CH:32]=[CH:31][CH:30]=2)=[C:23]([CH:26]=1)[CH:24]=[O:25]. The catalyst is O.C(#N)C. The product is [CH3:13][O:14][C:15]1[C:16]([CH3:44])=[C:17]([C:35]([O:42][CH3:43])=[C:36]([O:40][CH3:41])[C:37]=1[O:38][CH3:39])[CH2:18][C:19]1[CH:20]=[CH:21][C:22]([O:27][CH2:28][C:29]2[CH:34]=[CH:33][CH:32]=[CH:31][CH:30]=2)=[C:23]([CH:26]=1)[C:24]([OH:11])=[O:25]. The yield is 0.900.